Dataset: Forward reaction prediction with 1.9M reactions from USPTO patents (1976-2016). Task: Predict the product of the given reaction. (1) Given the reactants [CH2:1]([O:3][C:4]([CH:6]1[N:11](CC2C=CC(OC)=CC=2OC)[CH2:10][C:9]2[S:23][N:24]=[C:25]([C:26]3[CH:31]=[CH:30][CH:29]=[CH:28][CH:27]=3)[C:8]=2[C:7]1=[O:32])=[O:5])[CH3:2].O=S(Cl)Cl, predict the reaction product. The product is: [CH2:1]([O:3][C:4]([C:6]1[C:7]([OH:32])=[C:8]2[C:25]([C:26]3[CH:27]=[CH:28][CH:29]=[CH:30][CH:31]=3)=[N:24][S:23][C:9]2=[CH:10][N:11]=1)=[O:5])[CH3:2]. (2) Given the reactants C(OC([N:8]1[CH2:13][CH2:12][N:11](C(OC(C)(C)C)=O)[CH2:10][CH:9]1[CH2:21][C:22]1[CH:27]=[CH:26][CH:25]=[CH:24][C:23]=1[N:28]1[C:36]2[C:35](=[O:37])[N:34]([CH3:38])[C:33](=[O:39])[N:32]([CH3:40])[C:31]=2[N:30]=[CH:29]1)=O)(C)(C)C.[F:41][C:42]([F:47])([F:46])[C:43]([OH:45])=[O:44], predict the reaction product. The product is: [F:41][C:42]([F:47])([F:46])[C:43]([OH:45])=[O:44].[CH3:40][N:32]1[C:31]2[N:30]=[C:29]3[N:28]([C:36]=2[C:35](=[O:37])[N:34]([CH3:38])[C:33]1=[O:39])[C:23]1[CH:24]=[CH:25][CH:26]=[CH:27][C:22]=1[CH2:21][CH:9]1[CH2:10][NH:11][CH2:12][CH2:13][N:8]31. (3) Given the reactants [N:1]1([CH2:6][CH2:7][N:8]2[C:16]3[C:11](=[CH:12][CH:13]=[C:14]([NH2:17])[CH:15]=3)[CH:10]=[N:9]2)[CH2:5][CH2:4][CH2:3][CH2:2]1.[CH2:18]([O:25][C:26]1[CH:31]=[CH:30][C:29]([CH2:32][CH2:33][C:34](O)=[O:35])=[CH:28][CH:27]=1)[C:19]1[CH:24]=[CH:23][CH:22]=[CH:21][CH:20]=1, predict the reaction product. The product is: [CH2:18]([O:25][C:26]1[CH:27]=[CH:28][C:29]([CH2:32][CH2:33][C:34]([NH:17][C:14]2[CH:15]=[C:16]3[C:11]([CH:10]=[N:9][N:8]3[CH2:7][CH2:6][N:1]3[CH2:5][CH2:4][CH2:3][CH2:2]3)=[CH:12][CH:13]=2)=[O:35])=[CH:30][CH:31]=1)[C:19]1[CH:20]=[CH:21][CH:22]=[CH:23][CH:24]=1. (4) Given the reactants C[Si]([N-][Si](C)(C)C)(C)C.[K+].[S:11]1[CH:15]=[N:14][N:13]=[C:12]1[NH2:16].CS([C:21]1[N:26]=[C:25]([C:27]2[N:31]3[CH:32]=[CH:33][CH:34]=[CH:35][C:30]3=[N:29][C:28]=2[C:36]2[CH:41]=[CH:40][CH:39]=[C:38]([CH3:42])[N:37]=2)[CH:24]=[CH:23][N:22]=1)(=O)=O, predict the reaction product. The product is: [CH3:42][C:38]1[N:37]=[C:36]([C:28]2[N:29]=[C:30]3[CH:35]=[CH:34][CH:33]=[CH:32][N:31]3[C:27]=2[C:25]2[CH:24]=[CH:23][N:22]=[C:21]([NH:16][C:12]3[S:11][CH:15]=[N:14][N:13]=3)[N:26]=2)[CH:41]=[CH:40][CH:39]=1. (5) The product is: [CH3:20][N:18]1[CH:19]=[C:15]([N:14]2[C:5]3[C:4]4[CH:3]=[C:2]([C:29]5[CH:28]=[CH:27][CH:26]=[C:25]([OH:24])[CH:30]=5)[CH:11]=[CH:10][C:9]=4[N:8]=[CH:7][C:6]=3[N:12]([CH3:23])[C:13]2=[O:22])[C:16]([CH3:21])=[N:17]1. Given the reactants Br[C:2]1[CH:11]=[CH:10][C:9]2[N:8]=[CH:7][C:6]3[N:12]([CH3:23])[C:13](=[O:22])[N:14]([C:15]4[C:16]([CH3:21])=[N:17][N:18]([CH3:20])[CH:19]=4)[C:5]=3[C:4]=2[CH:3]=1.[OH:24][C:25]1[CH:26]=[C:27](B(O)O)[CH:28]=[CH:29][CH:30]=1, predict the reaction product. (6) Given the reactants [C:1]([C:5]1[CH:16]=[CH:15][C:8]([CH2:9][NH:10]C(=O)C[Cl:13])=[C:7]([OH:17])[CH:6]=1)([CH3:4])([CH3:3])[CH3:2], predict the reaction product. The product is: [ClH:13].[NH2:10][CH2:9][C:8]1[CH:15]=[CH:16][C:5]([C:1]([CH3:3])([CH3:2])[CH3:4])=[CH:6][C:7]=1[OH:17].